From a dataset of Full USPTO retrosynthesis dataset with 1.9M reactions from patents (1976-2016). Predict the reactants needed to synthesize the given product. (1) The reactants are: [CH2:1]=[C:2]1[C:14](=[O:15])[C:13]2[C:12]3[C:7](=[CH:8][CH:9]=[CH:10][CH:11]=3)[N:6]([CH2:16][C:17]3[CH:26]=[CH:25][C:20]([C:21]([O:23][CH3:24])=[O:22])=[CH:19][CH:18]=3)[C:5]=2[CH2:4][CH2:3]1.[NH:27]1[CH2:31][CH2:30][CH2:29][CH2:28]1. Given the product [O:15]=[C:14]1[C:13]2[C:12]3[C:7](=[CH:8][CH:9]=[CH:10][CH:11]=3)[N:6]([CH2:16][C:17]3[CH:18]=[CH:19][C:20]([C:21]([O:23][CH3:24])=[O:22])=[CH:25][CH:26]=3)[C:5]=2[CH2:4][CH2:3][CH:2]1[CH2:1][N:27]1[CH2:31][CH2:30][CH2:29][CH2:28]1, predict the reactants needed to synthesize it. (2) Given the product [N:6]1[CH:7]=[CH:8][C:3]([O:11][CH:12]2[CH2:13][CH2:14][C:15]3([CH2:20][CH2:19][N:18]([C:21]([O:23][C:24]([CH3:25])([CH3:26])[CH3:27])=[O:22])[CH2:17][CH2:16]3)[CH2:28][CH2:29]2)=[CH:4][CH:5]=1, predict the reactants needed to synthesize it. The reactants are: Cl.Cl[C:3]1[CH:8]=[CH:7][N:6]=[CH:5][CH:4]=1.[H-].[Na+].[O:11]=[C:12]1[CH2:29][CH2:28][C:15]2([CH2:20][CH2:19][N:18]([C:21]([O:23][C:24]([CH3:27])([CH3:26])[CH3:25])=[O:22])[CH2:17][CH2:16]2)[CH2:14][CH2:13]1.[I-].[Na+].C([O-])(O)=O.[Na+]. (3) Given the product [C:1]([O:5][C:6]([N:8]1[CH2:13][C@H:12]2[C@H:10]([CH2:11]2)[C@H:9]1[CH2:14][NH2:15])=[O:7])([CH3:4])([CH3:3])[CH3:2], predict the reactants needed to synthesize it. The reactants are: [C:1]([O:5][C:6]([N:8]1[CH2:13][C@H:12]2[C@H:10]([CH2:11]2)[C@H:9]1[CH2:14][NH:15]CC1C=CC=CC=1)=[O:7])([CH3:4])([CH3:3])[CH3:2].